This data is from Forward reaction prediction with 1.9M reactions from USPTO patents (1976-2016). The task is: Predict the product of the given reaction. (1) Given the reactants [Cl:1][C:2]1[CH:3]=[C:4](B2OC(C)(C)C(C)(C)O2)[CH:5]=[C:6]([Cl:9])[C:7]=1[CH3:8].Br[C:20]1[CH:25]=[CH:24][C:23]([F:26])=[CH:22][CH:21]=1.C(=O)([O-])[O-].[K+].[K+].C, predict the reaction product. The product is: [Cl:9][C:6]1[CH:5]=[C:4]([C:20]2[CH:25]=[CH:24][C:23]([F:26])=[CH:22][CH:21]=2)[CH:3]=[C:2]([Cl:1])[C:7]=1[CH3:8]. (2) Given the reactants [F:1][C:2]1[CH:7]=[CH:6][CH:5]=[C:4]([F:8])[C:3]=1[CH:9]1[CH2:12][CH2:11][C:10]1=O.Cl.[OH:15][NH2:16].C([O-])([O-])=O.[K+].[K+], predict the reaction product. The product is: [F:1][C:2]1[CH:7]=[CH:6][CH:5]=[C:4]([F:8])[C:3]=1[CH:9]1[CH2:12][CH2:11][C:10]1=[N:16][OH:15]. (3) Given the reactants [CH3:1][O:2][C:3]1[CH:4]=[CH:5][C:6]([O:31]COC)=[C:7]([C:9]([C:11]2[CH:16]=[CH:15][C:14]([O:17][CH2:18][C:19]3[N:20]=[C:21]([C:25]4[CH:30]=[CH:29][CH:28]=[CH:27][CH:26]=4)[O:22][C:23]=3[CH3:24])=[CH:13][CH:12]=2)=[O:10])[CH:8]=1.Cl, predict the reaction product. The product is: [OH:31][C:6]1[CH:5]=[CH:4][C:3]([O:2][CH3:1])=[CH:8][C:7]=1[C:9]([C:11]1[CH:12]=[CH:13][C:14]([O:17][CH2:18][C:19]2[N:20]=[C:21]([C:25]3[CH:30]=[CH:29][CH:28]=[CH:27][CH:26]=3)[O:22][C:23]=2[CH3:24])=[CH:15][CH:16]=1)=[O:10]. (4) The product is: [Cl:1][C:2]1[C:7]([CH3:8])=[CH:6][C:5]([O:9][CH3:10])=[C:4]([NH:11][NH2:12])[CH:3]=1. Given the reactants [Cl:1][C:2]1[C:7]([CH3:8])=[CH:6][C:5]([O:9][CH3:10])=[C:4]([NH2:11])[CH:3]=1.[N:12]([O-])=O.[Na+].O.O.Cl[Sn]Cl, predict the reaction product.